From a dataset of Catalyst prediction with 721,799 reactions and 888 catalyst types from USPTO. Predict which catalyst facilitates the given reaction. (1) Reactant: [CH2:1]([C:4]1[CH:9]=[C:8]([O:10][CH2:11][C:12]2[CH:17]=[CH:16][CH:15]=[CH:14][CH:13]=2)[CH:7]=[CH:6][C:5]=1[OH:18])[CH:2]=[CH2:3].[CH2:19](Br)[CH:20]=[CH2:21].C(=O)([O-])[O-].[Cs+].[Cs+]. Product: [CH2:1]([C:4]1[CH:9]=[C:8]([O:10][CH2:11][C:12]2[CH:17]=[CH:16][CH:15]=[CH:14][CH:13]=2)[CH:7]=[CH:6][C:5]=1[O:18][CH2:21][CH:20]=[CH2:19])[CH:2]=[CH2:3]. The catalyst class is: 311. (2) Reactant: Br[C:2]1[CH:3]=[CH:4][C:5]([F:20])=[C:6]([C:8]2[CH:13]=[CH:12][C:11]([S:14]([CH3:17])(=[O:16])=[O:15])=[CH:10][C:9]=2[O:18][CH3:19])[CH:7]=1.[B:21]1([B:21]2[O:25][C:24]([CH3:27])([CH3:26])[C:23]([CH3:29])([CH3:28])[O:22]2)[O:25][C:24]([CH3:27])([CH3:26])[C:23]([CH3:29])([CH3:28])[O:22]1.C([O-])(=O)C.[K+]. Product: [F:20][C:5]1[C:6]([C:8]2[CH:13]=[CH:12][C:11]([S:14]([CH3:17])(=[O:16])=[O:15])=[CH:10][C:9]=2[O:18][CH3:19])=[CH:7][C:2]([B:21]2[O:25][C:24]([CH3:27])([CH3:26])[C:23]([CH3:29])([CH3:28])[O:22]2)=[CH:3][CH:4]=1. The catalyst class is: 12. (3) Reactant: Cl[C:2]1[C:11]([C:12]([OH:14])=[O:13])=[CH:10][C:9]2[C:4](=[CH:5][CH:6]=[C:7]([Cl:15])[CH:8]=2)[N:3]=1.[NH2:16][C@@H:17]([CH2:21][C:22]1[CH:27]=[CH:26][C:25]([O:28][C:29]2[CH:34]=[CH:33][N:32]=[C:31]([Cl:35])[CH:30]=2)=[CH:24][CH:23]=1)[C:18]([OH:20])=[O:19]. Product: [C:18]([C@@H:17]([NH:16][C:2]1[C:11]([C:12]([OH:14])=[O:13])=[CH:10][C:9]2[C:4](=[CH:5][CH:6]=[C:7]([Cl:15])[CH:8]=2)[N:3]=1)[CH2:21][C:22]1[CH:23]=[CH:24][C:25]([O:28][C:29]2[CH:34]=[CH:33][N:32]=[C:31]([Cl:35])[CH:30]=2)=[CH:26][CH:27]=1)([OH:20])=[O:19]. The catalyst class is: 16. (4) Reactant: [N+:1]([C:4]1[CH:5]=[C:6]([C:10]2[C:11]3[C:18]([C:19]([O:21]CC)=[O:20])=[CH:17][N:16]([CH2:24][O:25][CH2:26][CH2:27][Si:28]([CH3:31])([CH3:30])[CH3:29])[C:12]=3[N:13]=[CH:14][N:15]=2)[CH:7]=[CH:8][CH:9]=1)([O-:3])=[O:2].[Li+].[OH-]. Product: [N+:1]([C:4]1[CH:5]=[C:6]([C:10]2[C:11]3[C:18]([C:19]([OH:21])=[O:20])=[CH:17][N:16]([CH2:24][O:25][CH2:26][CH2:27][Si:28]([CH3:31])([CH3:30])[CH3:29])[C:12]=3[N:13]=[CH:14][N:15]=2)[CH:7]=[CH:8][CH:9]=1)([O-:3])=[O:2]. The catalyst class is: 5. (5) Reactant: [N:1]1([C:6]2[C:7]([NH2:16])=[N:8][CH:9]=[C:10]([C:12]([F:15])([F:14])[F:13])[CH:11]=2)[CH:5]=[N:4][CH:3]=[N:2]1.Cl[C:18]([C:21]([O:23][CH2:24][CH3:25])=[O:22])=[CH:19][O-].[K+].S(=O)(=O)(O)O. Product: [N:1]1([C:6]2[C:7]3[N:8]([C:18]([C:21]([O:23][CH2:24][CH3:25])=[O:22])=[CH:19][N:16]=3)[CH:9]=[C:10]([C:12]([F:13])([F:15])[F:14])[CH:11]=2)[CH:5]=[N:4][CH:3]=[N:2]1. The catalyst class is: 8. (6) Reactant: [Si:1]([O:8][C@@H:9]1[C@H:13]([CH2:14][O:15][Si](C(C)(C)C)(C)C)[CH2:12][C@@H:11]([NH:23][C:24]2[CH:29]=[C:28]([NH2:30])[N:27]=[C:26]([C@H]3C4C(=CC=CC=4)C[C@@H]3OC)[N:25]=2)[CH2:10]1)([C:4]([CH3:7])([CH3:6])[CH3:5])([CH3:3])[CH3:2].[CH3:42][C:43](O)=O.[CH2:46]1[CH2:50][O:49][CH2:48][CH2:47]1. Product: [Si:1]([O:8][C@@H:9]1[CH2:10][C@@H:11]([NH:23][C:24]2[CH:29]=[C:28]([NH:30][C@H:46]3[C:47]4[C:10](=[CH:9][CH:13]=[CH:43][CH:42]=4)[CH2:11][C@H:50]3[O:49][CH3:48])[N:27]=[CH:26][N:25]=2)[CH2:12][C@@H:13]1[CH2:14][OH:15])([C:4]([CH3:7])([CH3:5])[CH3:6])([CH3:3])[CH3:2]. The catalyst class is: 6. (7) Reactant: [Cl:1][C:2]1[C:7]([O:8][CH3:9])=[CH:6][CH:5]=[CH:4][C:3]=1[C@@H:10]1[C:16]2[CH:17]=[C:18]([C:21]([F:24])([F:23])[F:22])[CH:19]=[CH:20][C:15]=2[N:14]2[C:25]([C:28]([F:31])([F:30])[F:29])=[N:26][N:27]=[C:13]2[C@@H:12]([CH2:32][C:33]([O:35][CH2:36][CH3:37])=[O:34])[O:11]1.CCCCCC. Product: [Cl:1][C:2]1[C:7]([O:8][CH3:9])=[CH:6][CH:5]=[CH:4][C:3]=1[C@@H:10]1[C:16]2[CH:17]=[C:18]([C:21]([F:22])([F:23])[F:24])[CH:19]=[CH:20][C:15]=2[N:14]2[C:25]([C:28]([F:31])([F:29])[F:30])=[N:26][N:27]=[C:13]2[C@@H:12]([CH2:32][C:33]([O:35][CH2:36][CH3:37])=[O:34])[O:11]1.[Cl:1][C:2]1[C:7]([O:8][CH3:9])=[CH:6][CH:5]=[CH:4][C:3]=1[C@H:10]1[C:16]2[CH:17]=[C:18]([C:21]([F:22])([F:23])[F:24])[CH:19]=[CH:20][C:15]=2[N:14]2[C:25]([C:28]([F:31])([F:29])[F:30])=[N:26][N:27]=[C:13]2[C@H:12]([CH2:32][C:33]([O:35][CH2:36][CH3:37])=[O:34])[O:11]1. The catalyst class is: 32.